This data is from Reaction yield outcomes from USPTO patents with 853,638 reactions. The task is: Predict the reaction yield, written as a fraction of the theoretical maximum amount of product (1.0 means a 100% yield; for example, 0.34 means a 34% yield). (1) The reactants are N1C(Cl)=NC(Cl)=NC=1[Cl:3].CN(C)C=O.[Cl:15][C:16]1[C:17]([CH3:38])=[C:18]([CH:27]2[CH2:30][N:29]([C:31]([O:33][C:34]([CH3:37])([CH3:36])[CH3:35])=[O:32])[CH2:28]2)[C:19]([O:25][CH3:26])=[C:20]([CH:22](O)[CH3:23])[CH:21]=1.O. The catalyst is C(Cl)Cl. The product is [Cl:15][C:16]1[C:17]([CH3:38])=[C:18]([CH:27]2[CH2:30][N:29]([C:31]([O:33][C:34]([CH3:37])([CH3:36])[CH3:35])=[O:32])[CH2:28]2)[C:19]([O:25][CH3:26])=[C:20]([CH:22]([Cl:3])[CH3:23])[CH:21]=1. The yield is 0.860. (2) The reactants are [CH3:1][N:2]=[CH:3][C:4]1[CH:9]=[CH:8][CH:7]=[C:6]([O:10][CH2:11][S:12][CH3:13])[CH:5]=1.[BH4-].[Na+]. The catalyst is CCO. The product is [CH3:1][NH:2][CH2:3][C:4]1[CH:9]=[CH:8][CH:7]=[C:6]([O:10][CH2:11][S:12][CH3:13])[CH:5]=1. The yield is 0.570. (3) The yield is 0.940. The catalyst is C1COCC1. The reactants are [Br:1][C:2]1[CH:7]=[CH:6][C:5]([NH:8][C:9]2[N:10]([CH3:21])[C:11](=[O:20])[C:12]([CH3:19])=[CH:13][C:14]=2[C:15]([O:17]C)=O)=[C:4]([F:22])[CH:3]=1.[CH:23]([O:25][CH2:26][CH2:27][O:28][NH2:29])=[CH2:24].C[Si]([N-][Si](C)(C)C)(C)C.[Li+]. The product is [Br:1][C:2]1[CH:7]=[CH:6][C:5]([NH:8][C:9]2[N:10]([CH3:21])[C:11](=[O:20])[C:12]([CH3:19])=[CH:13][C:14]=2[C:15]([NH:29][O:28][CH2:27][CH2:26][O:25][CH:23]=[CH2:24])=[O:17])=[C:4]([F:22])[CH:3]=1. (4) The reactants are [NH2:1][C:2]1[N:3]([CH3:25])[C:4](=[O:24])[C:5]2([C:12]3[CH:13]=[CH:14][C:15]([O:17][CH3:18])=[CH:16][C:11]=3[CH2:10][CH2:9][C:8]3[CH:19]=[CH:20][C:21](Br)=[CH:22][C:7]2=3)[N:6]=1.[N:26]1[CH:31]=[CH:30][CH:29]=[C:28](B(O)O)[CH:27]=1.[C:35]([O-])([O-])=O.[Na+].[Na+]. The catalyst is O1CCOCC1. The product is [NH2:1][C:2]1[N:3]([CH3:25])[C:4](=[O:24])[C:5]2([C:12]3[CH:13]=[CH:14][C:15]([O:17][CH3:18])=[C:16]([CH3:35])[C:11]=3[CH2:10][CH2:9][C:8]3[CH:19]=[CH:20][C:21]([C:28]4[CH:27]=[N:26][CH:31]=[CH:30][CH:29]=4)=[CH:22][C:7]2=3)[N:6]=1. The yield is 0.440. (5) The reactants are [N:1]1[CH:6]=[CH:5][CH:4]=[CH:3][C:2]=1[CH2:7][CH2:8][C:9]1[CH:16]=[CH:15][C:12]([CH2:13][OH:14])=[CH:11][CH:10]=1. The catalyst is [O-2].[O-2].[Mn+4].C(OCC)(=O)C. The product is [N:1]1[CH:6]=[CH:5][CH:4]=[CH:3][C:2]=1[CH2:7][CH2:8][C:9]1[CH:10]=[CH:11][C:12]([CH:13]=[O:14])=[CH:15][CH:16]=1. The yield is 0.820. (6) The reactants are C(OC([NH:11][C:12]12[CH2:19][CH2:18][C:15]([C:20]([O:22][CH3:23])=[O:21])([CH2:16][CH2:17]1)[CH2:14][CH2:13]2)=O)C1C=CC=CC=1. The catalyst is CO.[Pd]. The product is [NH2:11][C:12]12[CH2:17][CH2:16][C:15]([C:20]([O:22][CH3:23])=[O:21])([CH2:14][CH2:13]1)[CH2:18][CH2:19]2. The yield is 0.120. (7) The reactants are [BH4-].[Na+].[F:3][CH:4]([F:18])[O:5][CH2:6][C:7]1[N:12]=[C:11]([C:13](OCC)=[O:14])[CH:10]=[CH:9][CH:8]=1. The catalyst is CCO. The product is [F:18][CH:4]([F:3])[O:5][CH2:6][C:7]1[N:12]=[C:11]([CH2:13][OH:14])[CH:10]=[CH:9][CH:8]=1. The yield is 0.800. (8) The reactants are [Cl:1][C:2]1[N:7]=[CH:6][C:5]([CH:8]2[CH2:12][CH2:11][C:10](=[O:13])[CH2:9]2)=[CH:4][CH:3]=1.CO.[BH4-].[Na+]. The catalyst is C(Cl)Cl.O. The product is [Cl:1][C:2]1[N:7]=[CH:6][C:5]([CH:8]2[CH2:12][CH2:11][CH:10]([OH:13])[CH2:9]2)=[CH:4][CH:3]=1. The yield is 1.00. (9) The reactants are [CH3:1][O:2][C:3](=[O:17])[CH2:4][C:5]1[CH:9]=[CH:8][N:7]([C:10]2[CH:15]=[CH:14][C:13](F)=[CH:12][CH:11]=2)[CH:6]=1.N[C:19]1([C:31]#[N:32])[CH:24]=[CH:23][C:22](C2C=CC=CC=2)=[CH:21][CH2:20]1.COC1C(CC(OC)=O)CC(OC)O1. The catalyst is CCOC(C)=O.C(Cl)Cl. The product is [CH3:1][O:2][C:3](=[O:17])[CH2:4][C:5]1[CH:9]=[CH:8][N:7]([C:10]2[CH:15]=[CH:14][C:13]([C:22]3[CH:23]=[CH:24][C:19]([C:31]#[N:32])=[CH:20][CH:21]=3)=[CH:12][CH:11]=2)[CH:6]=1. The yield is 0.600. (10) The reactants are [O:1]1[CH:5]=[CH:4][N:3]=[C:2]1[CH:6]([CH:8]1[CH2:17][CH2:16][C:15]2[C:10](=[CH:11][CH:12]=[C:13]([O:18][C:19]3[CH:24]=[CH:23][CH:22]=[CH:21][CH:20]=3)[CH:14]=2)[CH2:9]1)[OH:7].[CH3:25][C:26]([Si:29](Cl)([CH3:31])[CH3:30])([CH3:28])[CH3:27].N1C=CN=C1. The catalyst is CN(C=O)C.CCOC(C)=O. The product is [Si:29]([O:7][CH:6]([CH:8]1[CH2:17][CH2:16][C:15]2[C:10](=[CH:11][CH:12]=[C:13]([O:18][C:19]3[CH:20]=[CH:21][CH:22]=[CH:23][CH:24]=3)[CH:14]=2)[CH2:9]1)[C:2]1[O:1][CH:5]=[CH:4][N:3]=1)([C:26]([CH3:28])([CH3:27])[CH3:25])([CH3:31])[CH3:30]. The yield is 0.850.